Dataset: Full USPTO retrosynthesis dataset with 1.9M reactions from patents (1976-2016). Task: Predict the reactants needed to synthesize the given product. (1) Given the product [C:28]([NH:1][CH2:2][C:3]1[CH:8]=[CH:7][CH:6]=[CH:5][C:4]=1[N:9]1[C:13]([C:14]2[O:15][CH:16]=[CH:17][CH:18]=2)=[CH:12][C:11]([C:19]([F:22])([F:21])[F:20])=[N:10]1)([O:27][C:24]([CH3:26])([CH3:25])[CH3:23])=[O:29], predict the reactants needed to synthesize it. The reactants are: [NH2:1][CH2:2][C:3]1[CH:8]=[CH:7][CH:6]=[CH:5][C:4]=1[N:9]1[C:13]([C:14]2[O:15][CH:16]=[CH:17][CH:18]=2)=[CH:12][C:11]([C:19]([F:22])([F:21])[F:20])=[N:10]1.[CH3:23][C:24]([O:27][C:28](O[C:28]([O:27][C:24]([CH3:26])([CH3:25])[CH3:23])=[O:29])=[O:29])([CH3:26])[CH3:25]. (2) Given the product [C:3]12([C:13]3[CH:18]=[C:17]([Br:19])[CH:16]=[CH:15][C:14]=3[O:20][CH2:21][O:22][CH2:23][CH2:24][O:25][CH3:26])[CH2:4][CH:5]3[CH2:11][CH:9]([CH2:8][CH:7]([CH2:6]3)[CH2:12]1)[CH2:10]2, predict the reactants needed to synthesize it. The reactants are: [H-].[Na+].[C:3]12([C:13]3[CH:18]=[C:17]([Br:19])[CH:16]=[CH:15][C:14]=3[OH:20])[CH2:12][CH:7]3[CH2:8][CH:9]([CH2:11][CH:5]([CH2:6]3)[CH2:4]1)[CH2:10]2.[CH3:21][O:22][CH2:23][CH2:24][O:25][CH2:26]Cl.O.